Dataset: Forward reaction prediction with 1.9M reactions from USPTO patents (1976-2016). Task: Predict the product of the given reaction. (1) Given the reactants [CH2:1]([N:8]([CH3:44])[C:9]([C:11]1[CH:12]=[C:13]([N:17]2[C:22]3[N:23]=[CH:24][C:25]([F:27])=[CH:26][C:21]=3[C:20](=[O:28])[N:19]([C@@H:29]3[CH2:34][CH2:33][C@H:32]([NH:35]C(=O)OC(C)(C)C)[CH2:31][CH2:30]3)[C:18]2=[O:43])[CH:14]=[CH:15][CH:16]=1)=[O:10])[C:2]1[CH:7]=[CH:6][CH:5]=[CH:4][CH:3]=1.[ClH:45], predict the reaction product. The product is: [ClH:45].[NH2:35][C@@H:32]1[CH2:31][CH2:30][C@H:29]([N:19]2[C:20](=[O:28])[C:21]3[CH:26]=[C:25]([F:27])[CH:24]=[N:23][C:22]=3[N:17]([C:13]3[CH:12]=[C:11]([CH:16]=[CH:15][CH:14]=3)[C:9]([N:8]([CH2:1][C:2]3[CH:3]=[CH:4][CH:5]=[CH:6][CH:7]=3)[CH3:44])=[O:10])[C:18]2=[O:43])[CH2:34][CH2:33]1. (2) The product is: [CH3:1][C:2]1([CH3:30])[O:6][C@@H:5]([CH2:7][O:8]/[N:9]=[C:10]2\[NH:11][C@@H:12]([C:22]3[CH:27]=[CH:26][C:25]([F:28])=[CH:24][C:23]=3[C:35]3[CH:36]=[CH:37][CH:38]=[C:33]([O:32][CH3:31])[N:34]=3)[CH2:13][C:14]3[N:15]=[C:16]([NH2:21])[N:17]=[C:18]([CH3:20])[C:19]\2=3)[CH2:4][O:3]1.[OH2:49].[C:42]([C:45]#[N:9])([CH3:44])=[O:43]. Given the reactants [CH3:1][C:2]1([CH3:30])[O:6][C@@H:5]([CH2:7][O:8]/[N:9]=[C:10]2\[NH:11][C@@H:12]([C:22]3[CH:27]=[CH:26][C:25]([F:28])=[CH:24][C:23]=3Br)[CH2:13][C:14]3[N:15]=[C:16]([NH2:21])[N:17]=[C:18]([CH3:20])[C:19]\2=3)[CH2:4][O:3]1.[CH3:31][O:32][C:33]1[CH:38]=[CH:37][CH:36]=[C:35](B2[O:43][C:42]([CH3:45])([CH3:44])C(C)(C)O2)[N:34]=1.C([O-])([O-])=[O:49].[Na+].[Na+].C(O)(C(F)(F)F)=O, predict the reaction product. (3) Given the reactants C(Cl)(=O)C(Cl)=O.C(OC(=O)[N:13]([CH2:26][CH2:27]O)[CH2:14][CH2:15][CH2:16][O:17][CH2:18][CH2:19][C:20]1[CH:25]=[CH:24][CH:23]=[CH:22][CH:21]=1)(C)(C)C.P([O-])([O-])([O-])=O.C([BH3-])#N.[Na+].N.Cl.[NH2:41][CH2:42][C@@H:43]([C:45]1[C:53]2[S:52][C:51](=[O:54])[NH:50][C:49]=2[C:48]([OH:55])=[CH:47][CH:46]=1)[OH:44], predict the reaction product. The product is: [OH:55][C:48]1[C:49]2[NH:50][C:51](=[O:54])[S:52][C:53]=2[C:45]([C@@H:43]([OH:44])[CH2:42][NH:41][CH2:27][CH2:26][NH:13][CH2:14][CH2:15][CH2:16][O:17][CH2:18][CH2:19][C:20]2[CH:21]=[CH:22][CH:23]=[CH:24][CH:25]=2)=[CH:46][CH:47]=1. (4) Given the reactants [CH2:1]([N:8]1[CH2:13][CH:12]([C:14]2[CH:19]=[CH:18][C:17](Br)=[CH:16][CH:15]=2)[O:11][CH2:10][CH2:9]1)[C:2]1[CH:7]=[CH:6][CH:5]=[CH:4][CH:3]=1.[C:21](=[NH:34])([C:28]1[CH:33]=[CH:32][CH:31]=[CH:30][CH:29]=1)[C:22]1[CH:27]=[CH:26][CH:25]=[CH:24][CH:23]=1.C1(P(C2C=CC=CC=2)C2C=CC3C(=CC=CC=3)C=2C2C3C(=CC=CC=3)C=CC=2P(C2C=CC=CC=2)C2C=CC=CC=2)C=CC=CC=1.CC([O-])(C)C.[Na+].C([O-])(O)=O.[Na+], predict the reaction product. The product is: [C:21](=[N:34][C:17]1[CH:18]=[CH:19][C:14]([CH:12]2[O:11][CH2:10][CH2:9][N:8]([CH2:1][C:2]3[CH:7]=[CH:6][CH:5]=[CH:4][CH:3]=3)[CH2:13]2)=[CH:15][CH:16]=1)([C:28]1[CH:29]=[CH:30][CH:31]=[CH:32][CH:33]=1)[C:22]1[CH:27]=[CH:26][CH:25]=[CH:24][CH:23]=1. (5) Given the reactants [CH3:1][O:2][C:3]1[CH:8]=[CH:7][C:6]([C:9]2[CH:14]=[CH:13][N:12]=[C:11]3[NH:15][C:16]([C:18]4[CH:27]=[CH:26][C:21]([C:22](OC)=[O:23])=[CH:20][N:19]=4)=[N:17][C:10]=23)=[CH:5][CH:4]=1.[CH3:28][N:29]1[CH2:34][CH2:33][NH:32][CH2:31][CH2:30]1.CN(C(ON1N=NC2C=CC=CC1=2)=[N+](C)C)C.F[P-](F)(F)(F)(F)F, predict the reaction product. The product is: [CH3:1][O:2][C:3]1[CH:8]=[CH:7][C:6]([C:9]2[CH:14]=[CH:13][N:12]=[C:11]3[NH:15][C:16]([C:18]4[CH:27]=[CH:26][C:21]([C:22]([N:32]5[CH2:33][CH2:34][N:29]([CH3:28])[CH2:30][CH2:31]5)=[O:23])=[CH:20][N:19]=4)=[N:17][C:10]=23)=[CH:5][CH:4]=1. (6) Given the reactants FC(F)(F)S(O[C:7]1[CH:15]=[CH:14][C:13]([C:16]2[N:17]([C:32]([O:34][C:35]([CH3:38])([CH3:37])[CH3:36])=[O:33])[C:18]3[C:23]([CH:24]=2)=[CH:22][C:21]([CH2:25][N:26]2[CH2:31][CH2:30][CH2:29][CH2:28][CH2:27]2)=[CH:20][CH:19]=3)=[C:12]2[C:8]=1[CH2:9][NH:10][C:11]2=[O:39])(=O)=O.[OH:42][CH2:43][Sn](CCCC)(CCCC)CCCC.[F-].[NH4+], predict the reaction product. The product is: [OH:42][CH2:43][C:7]1[CH:15]=[CH:14][C:13]([C:16]2[N:17]([C:32]([O:34][C:35]([CH3:37])([CH3:38])[CH3:36])=[O:33])[C:18]3[C:23]([CH:24]=2)=[CH:22][C:21]([CH2:25][N:26]2[CH2:27][CH2:28][CH2:29][CH2:30][CH2:31]2)=[CH:20][CH:19]=3)=[C:12]2[C:8]=1[CH2:9][NH:10][C:11]2=[O:39]. (7) The product is: [CH2:35]([O:28][C:27](=[O:29])[C:26]1[CH:30]=[CH:31][C:23]([NH:22][C:20]([C:17]2[CH:18]=[C:19]3[C:14]([CH2:13][CH2:12][N:11]3[S:8]([C:4]3[CH:5]=[CH:6][CH:7]=[C:2]([F:1])[CH:3]=3)(=[O:10])=[O:9])=[C:15]([O:32][CH3:33])[CH:16]=2)=[O:21])=[CH:24][CH:25]=1)[CH3:40]. Given the reactants [F:1][C:2]1[CH:3]=[C:4]([S:8]([N:11]2[C:19]3[C:14](=[C:15]([O:32][CH3:33])[CH:16]=[C:17]([C:20]([NH:22][C:23]4[CH:31]=[CH:30][C:26]([C:27]([OH:29])=[O:28])=[CH:25][CH:24]=4)=[O:21])[CH:18]=3)[CH2:13][CH2:12]2)(=[O:10])=[O:9])[CH:5]=[CH:6][CH:7]=1.F[C:35]1C=C(S(Cl)(=O)=O)C=C[CH:40]=1, predict the reaction product. (8) Given the reactants C[C:2]1[C:10]2[C:9]([NH:11][C:12](=O)OCC)=[N:8][C:7](=[S:17])[NH:6][C:5]=2S[C:3]=1[CH3:18].N[C:20](N)=S.C(O)=O.[OH-].[Na+], predict the reaction product. The product is: [CH3:12][NH:11][C:9]1[C:10]2[C:5](=[CH:20][CH:18]=[CH:3][CH:2]=2)[NH:6][C:7](=[S:17])[N:8]=1.